The task is: Regression. Given a peptide amino acid sequence and an MHC pseudo amino acid sequence, predict their binding affinity value. This is MHC class I binding data.. This data is from Peptide-MHC class I binding affinity with 185,985 pairs from IEDB/IMGT. (1) The peptide sequence is FVAEGDALV. The MHC is HLA-A69:01 with pseudo-sequence HLA-A69:01. The binding affinity (normalized) is 0.745. (2) The peptide sequence is YLCLIQKAL. The MHC is HLA-A02:02 with pseudo-sequence HLA-A02:02. The binding affinity (normalized) is 0.690. (3) The peptide sequence is ILARRPTPK. The MHC is HLA-A68:01 with pseudo-sequence HLA-A68:01. The binding affinity (normalized) is 0.308. (4) The peptide sequence is FTNKLINGY. The MHC is HLA-A24:03 with pseudo-sequence HLA-A24:03. The binding affinity (normalized) is 0.0847.